Predict the reactants needed to synthesize the given product. From a dataset of Full USPTO retrosynthesis dataset with 1.9M reactions from patents (1976-2016). (1) Given the product [C:1](=[O:7])=[O:10].[CH:2]12[O:7][CH:1]1[CH2:6][CH2:5][CH2:4][CH2:3]2, predict the reactants needed to synthesize it. The reactants are: [CH:1]12[O:7][CH:2]1[CH2:3][CH2:4][CH2:5][CH2:6]2.Cl.C[OH:10]. (2) Given the product [F:1][C:2]1[CH:26]=[CH:25][CH:24]=[C:23]([F:27])[C:3]=1[C:4]([N:6]([CH3:29])[C:7]([N:9]([CH3:22])[C:10]1[CH:15]=[CH:14][C:13]([S:16][CH3:17])=[CH:12][C:11]=1[C:18]([F:19])([F:21])[F:20])=[O:8])=[O:5], predict the reactants needed to synthesize it. The reactants are: [F:1][C:2]1[CH:26]=[CH:25][CH:24]=[C:23]([F:27])[C:3]=1[C:4]([NH:6][C:7]([N:9]([CH3:22])[C:10]1[CH:15]=[CH:14][C:13]([S:16][CH3:17])=[CH:12][C:11]=1[C:18]([F:21])([F:20])[F:19])=[O:8])=[O:5].I[CH3:29].[H-].[Na+].O.